Dataset: Full USPTO retrosynthesis dataset with 1.9M reactions from patents (1976-2016). Task: Predict the reactants needed to synthesize the given product. (1) Given the product [CH3:20][O:21][C:22]1[CH:23]=[CH:24][C:25]([NH:28][C:29](=[O:34])[CH2:30][C:31]([NH:41][C:42]([C:57]2[CH:62]=[CH:61][C:60]([O:63][CH2:64][CH2:65][CH2:66][C:67]([F:68])([F:69])[F:70])=[CH:59][CH:58]=2)([CH2:43][C:44](=[O:45])[C:46]2[CH:47]=[CH:48][C:49]([CH3:52])=[CH:50][CH:51]=2)[C:53]([F:56])([F:55])[F:54])=[O:33])=[CH:26][CH:27]=1, predict the reactants needed to synthesize it. The reactants are: C1(P(C2C=CC=CC=2)C2C=CC=CC=2)C=CC=CC=1.[CH3:20][O:21][C:22]1[CH:27]=[CH:26][C:25]([NH:28][C:29](=[O:34])[CH2:30][C:31]([OH:33])=O)=[CH:24][CH:23]=1.ClC(Cl)(Cl)C#N.[NH2:41][C@@:42]([C:57]1[CH:62]=[CH:61][C:60]([O:63][CH2:64][CH2:65][CH2:66][C:67]([F:70])([F:69])[F:68])=[CH:59][CH:58]=1)([C:53]([F:56])([F:55])[F:54])[CH2:43][C:44]([C:46]1[CH:51]=[CH:50][C:49]([CH3:52])=[CH:48][CH:47]=1)=[O:45].N1C=CC=CC=1. (2) Given the product [CH:30]([NH:33][CH2:4][CH2:3][CH:2]([C:6]1[S:10][C:9]([NH:11][C:12](=[O:29])[CH:13]([NH:17][C:18](=[O:28])[CH2:19][C:20]2[CH:25]=[C:24]([F:26])[CH:23]=[C:22]([F:27])[CH:21]=2)[CH2:14][CH2:15][CH3:16])=[N:8][N:7]=1)[CH3:1])([CH3:32])[CH3:31], predict the reactants needed to synthesize it. The reactants are: [CH3:1][CH:2]([C:6]1[S:10][C:9]([NH:11][C:12](=[O:29])[CH:13]([NH:17][C:18](=[O:28])[CH2:19][C:20]2[CH:25]=[C:24]([F:26])[CH:23]=[C:22]([F:27])[CH:21]=2)[CH2:14][CH2:15][CH3:16])=[N:8][N:7]=1)[CH2:3][CH:4]=O.[CH:30]([NH2:33])([CH3:32])[CH3:31].C([BH3-])#N.[Na+].S([O-])([O-])(=O)=O.[Na+].[Na+]. (3) Given the product [CH3:4][O:5][C:6](=[O:21])[C:7]([C:14]1[CH:15]=[CH:16][C:17]([OH:20])=[C:18]([CH:22]=[O:23])[CH:19]=1)([CH2:11][O:12][CH3:13])[CH2:8][O:9][CH3:10], predict the reactants needed to synthesize it. The reactants are: [Cl-].[Mg+2].[Cl-].[CH3:4][O:5][C:6](=[O:21])[C:7]([C:14]1[CH:19]=[CH:18][C:17]([OH:20])=[CH:16][CH:15]=1)([CH2:11][O:12][CH3:13])[CH2:8][O:9][CH3:10].[CH2:22]=[O:23].C(N(CC)CC)C.Cl. (4) Given the product [OH:2][CH2:3][CH2:5][CH2:6][C:7]1([C:12]2[CH:17]=[CH:16][CH:15]=[CH:14][CH:13]=2)[O:8][CH2:9][CH2:10][O:11]1, predict the reactants needed to synthesize it. The reactants are: C[O:2][C:3]([CH2:5][CH2:6][C:7]1([C:12]2[CH:17]=[CH:16][CH:15]=[CH:14][CH:13]=2)[O:11][CH2:10][CH2:9][O:8]1)=O.[H-].[Al+3].[Li+].[H-].[H-].[H-].O.C(OCC)(=O)C.CCCCCC. (5) The reactants are: [O:1]=[C:2]([NH:5][CH2:6][C:7]([F:10])([F:9])[F:8])[CH2:3][NH3+:4].FC(F)(F)C([O-])=O.CCN(CC)CC.[Cl:25][C:26]1[CH:27]=[C:28]([C@@:33]2([C:48]([F:51])([F:50])[F:49])[CH:37]=[N:36][N:35]([C:38]3[CH:46]=[CH:45][C:41]([C:42](Cl)=[O:43])=[C:40]([CH3:47])[CH:39]=3)[CH2:34]2)[CH:29]=[C:30]([Cl:32])[CH:31]=1. Given the product [Cl:25][C:26]1[CH:27]=[C:28]([C:33]2([C:48]([F:50])([F:49])[F:51])[CH:37]=[N:36][N:35]([C:38]3[CH:46]=[CH:45][C:41]([C:42]([NH:4][CH2:3][C:2](=[O:1])[NH:5][CH2:6][C:7]([F:10])([F:9])[F:8])=[O:43])=[C:40]([CH3:47])[CH:39]=3)[CH2:34]2)[CH:29]=[C:30]([Cl:32])[CH:31]=1, predict the reactants needed to synthesize it. (6) Given the product [N:18]1[CH:19]=[CH:20][CH:21]=[CH:22][C:17]=1[S:14]([C:10]1[CH:11]=[N:12][C:13]2[C:8]([CH:9]=1)=[CH:7][CH:6]=[CH:5][C:4]=2[NH2:1])(=[O:15])=[O:16], predict the reactants needed to synthesize it. The reactants are: [N+:1]([C:4]1[CH:5]=[CH:6][CH:7]=[C:8]2[C:13]=1[N:12]=[CH:11][C:10]([S:14]([C:17]1[CH:22]=[CH:21][CH:20]=[CH:19][N:18]=1)(=[O:16])=[O:15])=[CH:9]2)([O-])=O.Cl. (7) Given the product [Br:1][C:2]1[CH:3]=[N:4][CH:5]=[CH:6][C:7]=1[O:13][CH2:12][CH:9]1[CH2:11][CH2:10]1, predict the reactants needed to synthesize it. The reactants are: [Br:1][C:2]1[CH:3]=[N:4][CH:5]=[CH:6][C:7]=1Cl.[CH:9]1([CH2:12][OH:13])[CH2:11][CH2:10]1.[H-].[Na+]. (8) The reactants are: Cl[C:2]1[N:3]=[CH:4][C:5](I)=[C:6]2[C:11]=1[N:10]=[C:9]([CH3:12])[CH:8]=[CH:7]2.[N:14]1[CH:19]=[C:18](B(O)O)[CH:17]=[N:16][CH:15]=1.[NH2:23][C:24]1[CH:29]=[CH:28][N:27]=[C:26]([Cl:30])[CH:25]=1. Given the product [Cl:30][C:26]1[CH:25]=[C:24]([NH:23][C:2]2[N:3]=[CH:4][C:5]([C:18]3[CH:19]=[N:14][CH:15]=[N:16][CH:17]=3)=[C:6]3[C:11]=2[N:10]=[C:9]([CH3:12])[CH:8]=[CH:7]3)[CH:29]=[CH:28][N:27]=1, predict the reactants needed to synthesize it.